From a dataset of Forward reaction prediction with 1.9M reactions from USPTO patents (1976-2016). Predict the product of the given reaction. (1) The product is: [N:28]1[C:29]2[C:24](=[CH:23][C:22]([CH2:21][N:18]3[C:16]4=[N:17][C:12]([C:32](=[O:34])[CH3:33])=[CH:13][CH:14]=[C:15]4[N:20]=[N:19]3)=[CH:31][CH:30]=2)[CH:25]=[CH:26][CH:27]=1. Given the reactants FC1C=C([C:12]2[N:17]=[C:16]3[N:18]([CH2:21][C:22]4[CH:23]=[C:24]5[C:29](=[CH:30][CH:31]=4)[N:28]=[CH:27][CH:26]=[CH:25]5)[N:19]=[N:20][C:15]3=[CH:14][CH:13]=2)C=CC=1C(NC)=O.[CH2:32]([O:34]C([Sn](CCCC)(CCCC)CCCC)=C)[CH3:33].C1(P(C2C=CC=CC=2)C2C=CC=CC=2)C=CC=CC=1, predict the reaction product. (2) The product is: [CH3:9][S:8][C:5]1[N:4]=[C:3]([C:10]([NH:12][C:13]2[CH:26]=[CH:25][C:16]3[O:17][C:18]([F:24])([F:23])[C:19]([F:22])([F:21])[O:20][C:15]=3[CH:14]=2)=[O:11])[C:2]([NH:42][CH2:41][C:29]2[CH:30]=[CH:31][N:32]=[CH:33][CH:34]=2)=[CH:7][N:6]=1. Given the reactants Br[C:2]1[C:3]([C:10]([NH:12][C:13]2[CH:26]=[CH:25][C:16]3[O:17][C:18]([F:24])([F:23])[C:19]([F:22])([F:21])[O:20][C:15]=3[CH:14]=2)=[O:11])=[N:4][C:5]([S:8][CH3:9])=[N:6][CH:7]=1.CN[C:29]1[CH:34]=[CH:33][N:32]=[CH:31][CH:30]=1.C([O-])([O-])=O.[K+].[K+].[CH3:41][N:42](C=O)C, predict the reaction product. (3) Given the reactants [NH2:1][C:2]1[N:6]([C:7]2[CH:12]=[CH:11][CH:10]=[CH:9][CH:8]=2)[N:5]=[C:4]([S:13][CH3:14])[C:3]=1[C:15]([OH:17])=[O:16].CN(C(O[N:26]1[N:34]=[N:33][C:28]2[CH:29]=[CH:30][CH:31]=[N:32][C:27]1=2)=[N+](C)C)C.F[P-](F)(F)(F)(F)F.C1C=NC2N(O)N=NC=2C=1.CCN(C(C)C)C(C)C, predict the reaction product. The product is: [CH3:14][S:13][C:4]1[C:3]([C:15]([O:17][N:26]2[C:27]3=[N:32][CH:31]=[CH:30][CH:29]=[C:28]3[N:33]=[N:34]2)=[O:16])=[C:2]([NH2:1])[N:6]([C:7]2[CH:12]=[CH:11][CH:10]=[CH:9][CH:8]=2)[N:5]=1. (4) Given the reactants [C:1]([N:4]1[C:13]2[C:8](=[CH:9][C:10](Br)=[CH:11][CH:12]=2)[C@H:7]([NH:15][C:16](=[O:21])[O:17][CH:18]([CH3:20])[CH3:19])[CH2:6][C@@H:5]1[CH3:22])(=[O:3])[CH3:2].[NH3:23], predict the reaction product. The product is: [C:1]([N:4]1[C:13]2[C:8](=[CH:9][C:10]([NH2:23])=[CH:11][CH:12]=2)[C@H:7]([NH:15][C:16](=[O:21])[O:17][CH:18]([CH3:20])[CH3:19])[CH2:6][C@@H:5]1[CH3:22])(=[O:3])[CH3:2]. (5) Given the reactants Cl[C:2]1[C:3]([NH2:9])=[N:4][CH:5]=[N:6][C:7]=1Cl.[NH2:10][CH2:11][CH:12]1[CH2:17][CH2:16][N:15](C(OC(C)(C)C)=O)[CH2:14][CH2:13]1.[O:25]([C:32]1[CH:37]=[CH:36][C:35](B(O)O)=[CH:34][CH:33]=1)[C:26]1[CH:31]=[CH:30][CH:29]=[CH:28][CH:27]=1.[CH3:41][S:42](Cl)(=[O:44])=[O:43], predict the reaction product. The product is: [CH3:41][S:42]([N:15]1[CH2:14][CH2:13][CH:12]([CH2:11][NH:10][C:7]2[C:2]([C:29]3[CH:30]=[CH:31][C:26]([O:25][C:32]4[CH:37]=[CH:36][CH:35]=[CH:34][CH:33]=4)=[CH:27][CH:28]=3)=[C:3]([NH2:9])[N:4]=[CH:5][N:6]=2)[CH2:17][CH2:16]1)(=[O:44])=[O:43].